This data is from Reaction yield outcomes from USPTO patents with 853,638 reactions. The task is: Predict the reaction yield, written as a fraction of the theoretical maximum amount of product (1.0 means a 100% yield; for example, 0.34 means a 34% yield). (1) The reactants are [CH3:1][C:2]1[C:7]([CH:8]([C:13]2[C:21]3[C:16](=[CH:17][CH:18]=[C:19]([N:22]4[CH2:27][CH2:26][O:25][CH2:24][CH2:23]4)[CH:20]=3)[NH:15][CH:14]=2)[CH2:9][N+:10]([O-])=O)=[CH:6][CH:5]=[CH:4][C:3]=1[NH:28][C:29](=[O:38])[O:30][CH2:31][C:32]1[CH:37]=[CH:36][CH:35]=[CH:34][CH:33]=1.[Cl-].[NH4+]. The catalyst is CO.O1CCCC1.[Zn]. The product is [NH2:10][CH2:9][CH:8]([C:7]1[C:2]([CH3:1])=[C:3]([NH:28][C:29](=[O:38])[O:30][CH2:31][C:32]2[CH:33]=[CH:34][CH:35]=[CH:36][CH:37]=2)[CH:4]=[CH:5][CH:6]=1)[C:13]1[C:21]2[C:16](=[CH:17][CH:18]=[C:19]([N:22]3[CH2:23][CH2:24][O:25][CH2:26][CH2:27]3)[CH:20]=2)[NH:15][CH:14]=1. The yield is 0.860. (2) The yield is 0.470. The product is [F:13][CH2:14][CH:15]([CH2:16][F:17])[O:18][C:2]1[CH:12]=[CH:11][C:5]([C:6]([OH:8])=[O:7])=[CH:4][N:3]=1. No catalyst specified. The reactants are Cl[C:2]1[CH:12]=[CH:11][C:5]([C:6]([O:8]CC)=[O:7])=[CH:4][N:3]=1.[F:13][CH2:14][CH:15]([OH:18])[CH2:16][F:17].[OH-].[Li+]. (3) The reactants are [C:1]([C:5]1[C:10]([N+:11]([O-:13])=[O:12])=[CH:9][C:8]([NH:14][C:15]#[C:16][Si](C)(C)C)=[CH:7][CH:6]=1)([CH3:4])([CH3:3])[CH3:2]. The catalyst is CN(C=O)C.[Cu]I. The product is [C:1]([C:5]1[CH:6]=[C:7]2[C:8](=[CH:9][C:10]=1[N+:11]([O-:13])=[O:12])[NH:14][CH:15]=[CH:16]2)([CH3:4])([CH3:3])[CH3:2]. The yield is 0.690. (4) The reactants are [CH3:1][O:2][C:3]1[CH:4]=[CH:5][C:6]2[O:10][C:9]([C:11](OCC)=[O:12])=[CH:8][C:7]=2[CH:16]=1.[H-].[H-].[H-].[H-].[Li+].[Al+3]. The catalyst is CCOCC.C1COCC1. The product is [CH3:1][O:2][C:3]1[CH:4]=[CH:5][C:6]2[O:10][C:9]([CH2:11][OH:12])=[CH:8][C:7]=2[CH:16]=1. The yield is 0.900. (5) The reactants are F[C:2]1[CH:3]=[C:4]([CH:7]=[CH:8][C:9]=1[N+:10]([O-:12])=[O:11])[C:5]#[N:6].C(N(C(C)C)CC)(C)C.Cl.Cl.[CH2:24]([O:26][C@H:27]1[CH2:32][CH2:31][C@H:30]([N:33]2[CH2:38][CH2:37][CH:36]([NH2:39])[CH2:35][CH2:34]2)[CH2:29][CH2:28]1)[CH3:25]. The catalyst is CN(C)C=O. The product is [CH2:24]([O:26][C@H:27]1[CH2:28][CH2:29][C@H:30]([N:33]2[CH2:34][CH2:35][CH:36]([NH:39][C:2]3[CH:3]=[C:4]([CH:7]=[CH:8][C:9]=3[N+:10]([O-:12])=[O:11])[C:5]#[N:6])[CH2:37][CH2:38]2)[CH2:31][CH2:32]1)[CH3:25]. The yield is 0.630. (6) The reactants are [F:1][C:2]1[C:11]2[CH:12]([CH2:14][NH:15][CH2:16][CH2:17][C@H:18]3[O:22][C:21](=[O:23])[N:20]([C:24]4[CH:25]=[CH:26][C:27]5[O:32][CH2:31][C:30](=[O:33])[NH:29][C:28]=5[CH:34]=4)[CH2:19]3)[CH2:13][N:9]3[C:10]=2[C:5]([CH:6]=[CH:7][C:8]3=[O:35])=[CH:4][CH:3]=1. The catalyst is CO.CC(O)=O.[Pd]. The product is [F:1][C:2]1[C:11]2[CH:12]([CH2:14][NH:15][CH2:16][CH2:17][C@@H:18]3[O:22][C:21](=[O:23])[N:20]([C:24]4[CH:25]=[CH:26][C:27]5[O:32][CH2:31][C:30](=[O:33])[NH:29][C:28]=5[CH:34]=4)[CH2:19]3)[CH2:13][N:9]3[C:10]=2[C:5]([CH2:6][CH2:7][C:8]3=[O:35])=[CH:4][CH:3]=1. The yield is 0.750. (7) The reactants are [OH:1][CH:2]([C:8]1[S:9][C:10]2[CH:22]=[CH:21][CH:20]=[CH:19][C:11]=2[C:12]=1[C:13]1[CH:18]=[CH:17][CH:16]=[CH:15][CH:14]=1)[C:3]([O:5][CH2:6][CH3:7])=[O:4].[C:23](Br)([CH3:26])([CH3:25])[CH3:24]. The catalyst is C1CCCCC1.[Ag-]=O. The product is [C:23]([O:1][CH:2]([C:8]1[S:9][C:10]2[CH:22]=[CH:21][CH:20]=[CH:19][C:11]=2[C:12]=1[C:13]1[CH:18]=[CH:17][CH:16]=[CH:15][CH:14]=1)[C:3]([O:5][CH2:6][CH3:7])=[O:4])([CH3:26])([CH3:25])[CH3:24]. The yield is 0.110. (8) The reactants are [Cl-].O[NH3+:3].[C:4](=[O:7])([O-])[OH:5].[Na+].CS(C)=O.[CH3:13][C:14]1[N:15]([C:39]2[CH:44]=[CH:43][C:42]([O:45][CH2:46][CH2:47][CH3:48])=[CH:41][CH:40]=2)[C:16](=[O:38])[C:17]([CH2:23][C:24]2[CH:29]=[CH:28][C:27]([C:30]3[C:31]([C:36]#[N:37])=[CH:32][CH:33]=[CH:34][CH:35]=3)=[CH:26][CH:25]=2)=[C:18]([CH2:20][CH2:21][CH3:22])[N:19]=1. The catalyst is O.C(OCC)(=O)C. The product is [CH3:13][C:14]1[N:15]([C:39]2[CH:44]=[CH:43][C:42]([O:45][CH2:46][CH2:47][CH3:48])=[CH:41][CH:40]=2)[C:16](=[O:38])[C:17]([CH2:23][C:24]2[CH:25]=[CH:26][C:27]([C:30]3[CH:35]=[CH:34][CH:33]=[CH:32][C:31]=3[C:36]3[NH:3][C:4](=[O:7])[O:5][N:37]=3)=[CH:28][CH:29]=2)=[C:18]([CH2:20][CH2:21][CH3:22])[N:19]=1. The yield is 0.710.